From a dataset of CYP2C9 inhibition data for predicting drug metabolism from PubChem BioAssay. Regression/Classification. Given a drug SMILES string, predict its absorption, distribution, metabolism, or excretion properties. Task type varies by dataset: regression for continuous measurements (e.g., permeability, clearance, half-life) or binary classification for categorical outcomes (e.g., BBB penetration, CYP inhibition). Dataset: cyp2c9_veith. (1) The drug is N#Cc1cccc(-c2cncnc2-n2ccnc2)c1. The result is 0 (non-inhibitor). (2) The compound is CCN1CCN(c2cc(=O)n(-c3cc(Cl)ccc3C)c(=O)[nH]2)CC1. The result is 0 (non-inhibitor).